This data is from Reaction yield outcomes from USPTO patents with 853,638 reactions. The task is: Predict the reaction yield, written as a fraction of the theoretical maximum amount of product (1.0 means a 100% yield; for example, 0.34 means a 34% yield). (1) The reactants are [C-]#N.[Na+].[C:4](=[O:7])([O-])[O-].[NH4+:8].[NH4+:9].[C:10]1(=O)[CH2:13][CH2:12][CH2:11]1.Cl.[CH2:16]([OH:18])C.O. The catalyst is O.C(O)C. The product is [CH2:11]1[C:10]2([C:16](=[O:18])[NH:9][C:4](=[O:7])[NH:8]2)[CH2:13][CH2:12]1. The yield is 0.390. (2) The reactants are [CH3:1][O:2][C:3]1[CH:12]=[C:11]2[C:6]([CH:7]=[C:8]([C:14]([OH:16])=O)[C:9]([CH3:13])=[N:10]2)=[CH:5][CH:4]=1.[F:17][C:18]1[CH:19]=[C:20]([N:30]2[CH2:34][C@H:33]([CH2:35][NH2:36])[O:32][C:31]2=[O:37])[CH:21]=[CH:22][C:23]=1[N:24]1[CH2:29][CH2:28][S:27][CH2:26][CH2:25]1. No catalyst specified. The product is [CH3:1][O:2][C:3]1[CH:12]=[C:11]2[C:6]([CH:7]=[C:8]([C:14]([NH:36][CH2:35][C@@H:33]3[O:32][C:31](=[O:37])[N:30]([C:20]4[CH:21]=[CH:22][C:23]([N:24]5[CH2:25][CH2:26][S:27][CH2:28][CH2:29]5)=[C:18]([F:17])[CH:19]=4)[CH2:34]3)=[O:16])[C:9]([CH3:13])=[N:10]2)=[CH:5][CH:4]=1. The yield is 0.430. (3) The reactants are [CH:1]1([CH2:7][CH:8]([NH:12][C:13]([C:15]2[CH:45]=[CH:44][C:18]3[N:19]([CH:38]4[CH2:43][CH2:42][CH2:41][CH2:40][CH2:39]4)[C:20]([C:22]4[CH:23]=[C:24]5[C:29](=[CH:30][CH:31]=4)[N:28]=[C:27]([C:32]4[CH:37]=[CH:36][CH:35]=[CH:34][CH:33]=4)[CH:26]=[N:25]5)=[N:21][C:17]=3[CH:16]=2)=[O:14])[C:9]([OH:11])=[O:10])[CH2:6]CCC[CH2:2]1.CC(C[C@H](NC(OCC1C2C(=CC=CC=2)C2C1=CC=CC=2)=O)C=O)C. No catalyst specified. The product is [CH:38]1([N:19]2[C:18]3[CH:44]=[CH:45][C:15]([C:13]([NH:12][CH:8]([CH2:7][CH:1]([CH3:6])[CH3:2])[C:9]([OH:11])=[O:10])=[O:14])=[CH:16][C:17]=3[N:21]=[C:20]2[C:22]2[CH:23]=[C:24]3[C:29](=[CH:30][CH:31]=2)[N:28]=[C:27]([C:32]2[CH:37]=[CH:36][CH:35]=[CH:34][CH:33]=2)[CH:26]=[N:25]3)[CH2:39][CH2:40][CH2:41][CH2:42][CH2:43]1. The yield is 0.140. (4) The reactants are Cl[CH2:2][CH2:3][CH2:4][S:5]([N:8]([CH2:18][C:19]1[CH:24]=[CH:23][C:22]([O:25][CH3:26])=[CH:21][CH:20]=1)[CH2:9][C:10]1[CH:15]=[CH:14][C:13]([O:16][CH3:17])=[CH:12][CH:11]=1)(=[O:7])=[O:6].[Cl:27][C:28]1[CH:56]=[CH:55][C:31]([O:32][C:33]2[CH:38]=[CH:37][C:36]([N:39]3[C@@H:43]([C:44]4[CH:49]=[CH:48][CH:47]=[C:46]([C:50]([F:53])([F:52])[F:51])[CH:45]=4)[CH2:42][NH:41][C:40]3=[O:54])=[CH:35][CH:34]=2)=[CH:30][CH:29]=1.C([O-])([O-])=O.[Cs+].[Cs+].O. The catalyst is CN(C=O)C. The product is [Cl:27][C:28]1[CH:29]=[CH:30][C:31]([O:32][C:33]2[CH:34]=[CH:35][C:36]([N:39]3[C@@H:43]([C:44]4[CH:49]=[CH:48][CH:47]=[C:46]([C:50]([F:52])([F:51])[F:53])[CH:45]=4)[CH2:42][N:41]([CH2:2][CH2:3][CH2:4][S:5]([N:8]([CH2:9][C:10]4[CH:15]=[CH:14][C:13]([O:16][CH3:17])=[CH:12][CH:11]=4)[CH2:18][C:19]4[CH:24]=[CH:23][C:22]([O:25][CH3:26])=[CH:21][CH:20]=4)(=[O:7])=[O:6])[C:40]3=[O:54])=[CH:37][CH:38]=2)=[CH:55][CH:56]=1. The yield is 0.820. (5) The yield is 0.810. The product is [CH3:5][O:6][C:7](=[O:21])[CH2:8][C:9]1[C:18]([Cl:19])=[CH:17][CH:16]=[C:15]2[C:10]=1[N:11]=[C:12]([CH:20]=[O:2])[CH:13]=[N:14]2. The catalyst is O1CCOCC1.O. The reactants are [Se](O)(O)=[O:2].[CH3:5][O:6][C:7](=[O:21])[CH2:8][C:9]1[C:18]([Cl:19])=[CH:17][CH:16]=[C:15]2[C:10]=1[N:11]=[C:12]([CH3:20])[CH:13]=[N:14]2. (6) The reactants are [Si]([O:8][CH2:9][CH2:10][NH:11][C@@H:12]1[C:20]2[C:15](=[C:16]([C:21]3[N:25]=[C:24]([C:26]4[CH:27]=[CH:28][C:29]([O:34][CH:35]([CH3:37])[CH3:36])=[C:30]([CH:33]=4)[C:31]#[N:32])[S:23][N:22]=3)[CH:17]=[CH:18][CH:19]=2)[CH2:14][CH2:13]1)(C(C)(C)C)(C)C.[ClH:38]. The catalyst is O1CCOCC1.C(OCC)C. The product is [ClH:38].[OH:8][CH2:9][CH2:10][NH:11][C@@H:12]1[C:20]2[C:15](=[C:16]([C:21]3[N:25]=[C:24]([C:26]4[CH:27]=[CH:28][C:29]([O:34][CH:35]([CH3:37])[CH3:36])=[C:30]([CH:33]=4)[C:31]#[N:32])[S:23][N:22]=3)[CH:17]=[CH:18][CH:19]=2)[CH2:14][CH2:13]1. The yield is 0.750. (7) The reactants are [Si]([O:8][CH2:9][C@H:10]1[CH2:14][CH2:13][CH2:12][N:11]1[C:15]1[CH:20]=[CH:19][CH:18]=[C:17]([CH3:21])[CH:16]=1)(C(C)(C)C)(C)C.[F-].C([N+](CCCC)(CCCC)CCCC)CCC. The catalyst is C1COCC1. The product is [CH3:21][C:17]1[CH:16]=[C:15]([N:11]2[CH2:12][CH2:13][CH2:14][C@@H:10]2[CH2:9][OH:8])[CH:20]=[CH:19][CH:18]=1. The yield is 0.810.